From a dataset of Forward reaction prediction with 1.9M reactions from USPTO patents (1976-2016). Predict the product of the given reaction. (1) Given the reactants [CH3:1][O:2][C:3]1[CH:4]=[C:5]([CH:7]=[CH:8][C:9]=1[S:10]([CH2:13][CH2:14][O:15][CH2:16][CH2:17][O:18][CH2:19][CH2:20][O:21][CH3:22])(=[O:12])=[O:11])[NH2:6].[C:23]([C:27]1[CH:28]=[C:29]([NH:40][C:41]([NH:43][C:44]2[C:53]3[C:48](=[CH:49][CH:50]=[CH:51][CH:52]=3)[C:47]([O:54][C:55]3[CH:60]=[CH:59][N:58]=[C:57](Cl)[CH:56]=3)=[CH:46][CH:45]=2)=[O:42])[C:30]([O:38][CH3:39])=[C:31]([NH:33][S:34]([CH3:37])(=[O:36])=[O:35])[CH:32]=1)([CH3:26])([CH3:25])[CH3:24].C([O-])([O-])=O.[K+].[K+].CC(C1C=C(C(C)C)C(C2C(P(C3CCCCC3)C3CCCCC3)=C(OC)C=CC=2OC)=C(C(C)C)C=1)C, predict the reaction product. The product is: [C:23]([C:27]1[CH:28]=[C:29]([NH:40][C:41]([NH:43][C:44]2[C:53]3[C:48](=[CH:49][CH:50]=[CH:51][CH:52]=3)[C:47]([O:54][C:55]3[CH:60]=[CH:59][N:58]=[C:57]([NH:6][C:5]4[CH:7]=[CH:8][C:9]([S:10]([CH2:13][CH2:14][O:15][CH2:16][CH2:17][O:18][CH2:19][CH2:20][O:21][CH3:22])(=[O:12])=[O:11])=[C:3]([O:2][CH3:1])[CH:4]=4)[CH:56]=3)=[CH:46][CH:45]=2)=[O:42])[C:30]([O:38][CH3:39])=[C:31]([NH:33][S:34]([CH3:37])(=[O:35])=[O:36])[CH:32]=1)([CH3:26])([CH3:24])[CH3:25]. (2) Given the reactants [Cl:1][CH2:2][C:3](Cl)=[O:4].[F:6][C:7]([F:31])([F:30])[C:8]1[N:12]2[N:13]=[C:14]([N:17]3[CH2:22][CH2:21][CH:20]([C:23]4[CH:29]=[CH:28][C:26]([NH2:27])=[CH:25][CH:24]=4)[CH2:19][CH2:18]3)[CH:15]=[CH:16][C:11]2=[N:10][N:9]=1.N1C=CC=CC=1, predict the reaction product. The product is: [Cl:1][CH2:2][C:3]([NH:27][C:26]1[CH:25]=[CH:24][C:23]([CH:20]2[CH2:19][CH2:18][N:17]([C:14]3[CH:15]=[CH:16][C:11]4[N:12]([C:8]([C:7]([F:31])([F:30])[F:6])=[N:9][N:10]=4)[N:13]=3)[CH2:22][CH2:21]2)=[CH:29][CH:28]=1)=[O:4]. (3) Given the reactants [Br:1][C:2]1[CH:20]=[CH:19][C:5]2[CH2:6][C:7](=[O:18])[C:8]3[CH:16]=[C:15]([Cl:17])[CH:14]=[CH:13][C:9]=3[NH:10][C:11](=O)[C:4]=2[CH:3]=1.CSC, predict the reaction product. The product is: [Br:1][C:2]1[CH:20]=[CH:19][C:5]2[CH2:6][CH:7]([OH:18])[C:8]3[CH:16]=[C:15]([Cl:17])[CH:14]=[CH:13][C:9]=3[NH:10][CH2:11][C:4]=2[CH:3]=1. (4) Given the reactants [Br-].[Cl:2][C:3]1[CH:28]=[CH:27][CH:26]=[C:25]([Cl:29])[C:4]=1[CH2:5][P+](C1C=CC=CC=1)(C1C=CC=CC=1)C1C=CC=CC=1.[H-].[Na+].[CH2:32]([N:39]1[CH2:44][CH2:43][O:42][CH:41]([C:45]2[CH:52]=[CH:51][C:48]([CH:49]=O)=[CH:47][CH:46]=2)[CH2:40]1)[C:33]1[CH:38]=[CH:37][CH:36]=[CH:35][CH:34]=1.C([O-])(O)=O.[Na+], predict the reaction product. The product is: [CH2:32]([N:39]1[CH2:44][CH2:43][O:42][CH:41]([C:45]2[CH:46]=[CH:47][C:48]([CH:49]=[CH:5][C:4]3[C:25]([Cl:29])=[CH:26][CH:27]=[CH:28][C:3]=3[Cl:2])=[CH:51][CH:52]=2)[CH2:40]1)[C:33]1[CH:34]=[CH:35][CH:36]=[CH:37][CH:38]=1. (5) Given the reactants [CH3:1][O:2][N:3]=[C:4]1[C:12]2[C:7](=[CH:8][N:9]=[CH:10][CH:11]=2)[O:6][CH2:5]1.ClC1C=CC=C(C(OO)=[O:21])C=1, predict the reaction product. The product is: [CH3:1][O:2][N:3]=[C:4]1[C:12]2[C:7](=[CH:8][N+:9]([O-:21])=[CH:10][CH:11]=2)[O:6][CH2:5]1. (6) Given the reactants N.[OH-:2].[K+].[C:4]([C:23]#[N:24])([C:7]([C:10]([C:13]([C:16]([C:19]([F:22])([F:21])[F:20])([F:18])[F:17])([F:15])[F:14])([F:12])[F:11])([F:9])[F:8])([F:6])[F:5], predict the reaction product. The product is: [F:5][C:4]([F:6])([C:7]([F:9])([F:8])[C:10]([F:12])([F:11])[C:13]([F:15])([F:14])[C:16]([F:17])([F:18])[C:19]([F:20])([F:21])[F:22])[C:23]([NH2:24])=[O:2].